Dataset: Catalyst prediction with 721,799 reactions and 888 catalyst types from USPTO. Task: Predict which catalyst facilitates the given reaction. (1) The catalyst class is: 106. Product: [CH:5]([N:15]1[CH2:16][CH2:17][N:12]([CH:11]=[N:10][NH:8][NH2:9])[CH2:13][CH2:14]1)=[O:7]. Reactant: C(O[C:5](=[O:7])C)(=O)C.[NH:8]([N:10]=[CH:11][N:12]1[CH2:17][CH2:16][NH:15][CH2:14][CH2:13]1)[NH2:9].[OH-].[K+]. (2) Reactant: [Br:1][C:2]1[C:3]([O:17][CH3:18])=[C:4]([C:13]([O:15][CH3:16])=[O:14])[C:5]2[N:6]=[CH:7][C:8](Cl)=[N:9][C:10]=2[CH:11]=1.[F:19][C:20]1[CH:21]=[C:22](B(O)O)[CH:23]=[CH:24][C:25]=1[F:26].C(=O)([O-])[O-].[K+].[K+]. Product: [Br:1][C:2]1[C:3]([O:17][CH3:18])=[C:4]([C:13]([O:15][CH3:16])=[O:14])[C:5]2[N:6]=[CH:7][C:8]([C:23]3[CH:22]=[CH:21][C:20]([F:19])=[C:25]([F:26])[CH:24]=3)=[N:9][C:10]=2[CH:11]=1.[F:19][C:20]1[CH:21]=[C:22]([C:8]2[CH:7]=[N:6][C:5]3[C:4]([C:13]([O:15][CH3:16])=[O:14])=[C:3]([O:17][CH3:18])[C:2]([C:23]4[CH:22]=[CH:21][C:20]([F:19])=[C:25]([F:26])[CH:24]=4)=[CH:11][C:10]=3[N:9]=2)[CH:23]=[CH:24][C:25]=1[F:26]. The catalyst class is: 70. (3) Reactant: [CH2:1]([N:3]1[C:7]([C:8]2[CH:9]=[C:10]([CH:13]=[CH:14][CH:15]=2)[C:11]#[N:12])=[CH:6][C:5]([O:16][C:17]2[CH:22]=[CH:21][C:20]([F:23])=[CH:19][C:18]=2[N+:24]([O-])=O)=[N:4]1)[CH3:2].[H][H]. Product: [NH2:24][C:18]1[CH:19]=[C:20]([F:23])[CH:21]=[CH:22][C:17]=1[O:16][C:5]1[CH:6]=[C:7]([C:8]2[CH:9]=[C:10]([CH:13]=[CH:14][CH:15]=2)[C:11]#[N:12])[N:3]([CH2:1][CH3:2])[N:4]=1. The catalyst class is: 465. (4) Product: [C:1]([NH:4][C:5]([CH2:22][N:16]1[CH2:21][CH2:20][CH2:19][CH2:18][CH2:17]1)([C:11]([O:13][CH2:14][CH3:15])=[O:12])[C:6]([O:8][CH2:9][CH3:10])=[O:7])(=[O:3])[CH3:2]. Reactant: [C:1]([NH:4][CH:5]([C:11]([O:13][CH2:14][CH3:15])=[O:12])[C:6]([O:8][CH2:9][CH3:10])=[O:7])(=[O:3])[CH3:2].[NH:16]1[CH2:21][CH2:20][CH2:19][CH2:18][CH2:17]1.[CH2:22]=O. The catalyst class is: 1. (5) Reactant: C([N:8]1[CH2:13][CH2:12][N:11](CC2C=CC=CC=2)[CH2:10][C@@H:9]1[CH2:21][CH2:22][C:23]1[CH:28]=[CH:27][CH:26]=[C:25]([F:29])[CH:24]=1)C1C=CC=CC=1.C([O-])=O.[NH4+]. The catalyst class is: 63. Product: [F:29][C:25]1[CH:24]=[C:23]([CH2:22][CH2:21][C@H:9]2[CH2:10][NH:11][CH2:12][CH2:13][NH:8]2)[CH:28]=[CH:27][CH:26]=1. (6) Reactant: [O:1]1[CH2:6][CH2:5][CH:4]([C:7]([OH:9])=[O:8])[CH2:3][CH2:2]1.[C:10]1(O)[CH:15]=[CH:14][CH:13]=[CH:12][CH:11]=1.C1CN([P+](ON2N=NC3C=CC=CC2=3)(N2CCCC2)N2CCCC2)CC1.F[P-](F)(F)(F)(F)F.C(N(CC)CC)C. Product: [O:1]1[CH2:6][CH2:5][CH:4]([C:7]([O:9][C:10]2[CH:15]=[CH:14][CH:13]=[CH:12][CH:11]=2)=[O:8])[CH2:3][CH2:2]1. The catalyst class is: 18.